From a dataset of NCI-60 drug combinations with 297,098 pairs across 59 cell lines. Regression. Given two drug SMILES strings and cell line genomic features, predict the synergy score measuring deviation from expected non-interaction effect. (1) Drug 1: CS(=O)(=O)C1=CC(=C(C=C1)C(=O)NC2=CC(=C(C=C2)Cl)C3=CC=CC=N3)Cl. Drug 2: CNC(=O)C1=NC=CC(=C1)OC2=CC=C(C=C2)NC(=O)NC3=CC(=C(C=C3)Cl)C(F)(F)F. Cell line: COLO 205. Synergy scores: CSS=40.6, Synergy_ZIP=-1.77, Synergy_Bliss=-7.04, Synergy_Loewe=-27.1, Synergy_HSA=-12.3. (2) Drug 1: CCC1=C2CN3C(=CC4=C(C3=O)COC(=O)C4(CC)O)C2=NC5=C1C=C(C=C5)O. Drug 2: CCCCC(=O)OCC(=O)C1(CC(C2=C(C1)C(=C3C(=C2O)C(=O)C4=C(C3=O)C=CC=C4OC)O)OC5CC(C(C(O5)C)O)NC(=O)C(F)(F)F)O. Cell line: HL-60(TB). Synergy scores: CSS=47.3, Synergy_ZIP=1.46, Synergy_Bliss=0.443, Synergy_Loewe=-3.17, Synergy_HSA=-3.11.